From a dataset of Forward reaction prediction with 1.9M reactions from USPTO patents (1976-2016). Predict the product of the given reaction. Given the reactants [Li]CCCC.[CH3:6][N:7]1[CH:11]=[C:10]([CH3:12])[CH:9]=[N:8]1.[CH2:13]([CH:15]([C:18]1[C:19]2[N:20]([C:25](I)=[C:26]([CH3:28])[N:27]=2)[N:21]=[C:22]([CH3:24])[CH:23]=1)[CH2:16][CH3:17])[CH3:14].O, predict the reaction product. The product is: [CH3:6][N:7]1[C:11]([C:25]2[N:20]3[N:21]=[C:22]([CH3:24])[CH:23]=[C:18]([CH:15]([CH2:13][CH3:14])[CH2:16][CH3:17])[C:19]3=[N:27][C:26]=2[CH3:28])=[C:10]([CH3:12])[CH:9]=[N:8]1.